Dataset: Reaction yield outcomes from USPTO patents with 853,638 reactions. Task: Predict the reaction yield, written as a fraction of the theoretical maximum amount of product (1.0 means a 100% yield; for example, 0.34 means a 34% yield). (1) The product is [Cl:21][C:18]1[CH:19]=[CH:20][C:15]([C@H:10]([CH2:11][C:12]([N:38]2[CH2:37][CH2:36][C:35]3[CH:57]=[N:58][C:49]([NH:50][CH:51]([CH3:53])[CH3:52])=[N:39][C:34]=3[CH2:33]2)=[O:14])[CH2:9][N:8]([CH3:23])[C:6](=[O:7])[O:5][C:1]([CH3:2])([CH3:3])[CH3:4])=[CH:16][C:17]=1[F:22]. The yield is 0.538. The reactants are [C:1]([O:5][C:6]([N:8]([CH3:23])[CH2:9][C@H:10]([C:15]1[CH:20]=[CH:19][C:18]([Cl:21])=[C:17]([F:22])[CH:16]=1)[CH2:11][C:12]([OH:14])=O)=[O:7])([CH3:4])([CH3:3])[CH3:2].CN(C(ON1N=[N:39][C:34]2[CH:35]=[CH:36][CH:37]=[N:38][C:33]1=2)=[N+](C)C)C.F[P-](F)(F)(F)(F)F.C[CH2:49][N:50](C(C)C)[CH:51]([CH3:53])[CH3:52].[CH3:57][N:58](C=O)C. The catalyst is CCOC(C)=O. (2) The reactants are O1[C:5]2([CH2:10][CH2:9][N:8]([CH:11]([CH3:25])[CH2:12][CH2:13][NH:14][C:15]([C:17]3[C:18]([CH3:24])=[N:19][CH:20]=[N:21][C:22]=3[CH3:23])=[O:16])[CH2:7][CH2:6]2)[O:4]CC1. The catalyst is CC(C)=O.Cl. The product is [O:4]=[C:5]1[CH2:10][CH2:9][N:8]([CH:11]([CH3:25])[CH2:12][CH2:13][NH:14][C:15]([C:17]2[C:22]([CH3:23])=[N:21][CH:20]=[N:19][C:18]=2[CH3:24])=[O:16])[CH2:7][CH2:6]1. The yield is 0.230. (3) The reactants are [C:1]([C:3]1[C:4]([C:9]2[CH:14]=[CH:13][CH:12]=[CH:11][CH:10]=2)=[N:5][O:6][C:7]=1[CH3:8])#[CH:2].[NH2:15][C:16]1[CH:21]=[N:20][CH:19]=[C:18](Cl)[N:17]=1. No catalyst specified. The product is [CH3:8][C:7]1[O:6][N:5]=[C:4]([C:9]2[CH:14]=[CH:13][CH:12]=[CH:11][CH:10]=2)[C:3]=1[C:1]#[C:2][C:18]1[N:17]=[C:16]([NH2:15])[CH:21]=[N:20][CH:19]=1. The yield is 0.340. (4) The reactants are CO[C:3]1[C:8]([B:9]2[O:13][C:12]([CH3:15])([CH3:14])[C:11]([CH3:17])([CH3:16])[O:10]2)=CN=CN=1.BrC1[N:23]([CH:24]([CH3:26])[CH3:25])[C:22]2[CH:27]([C:39]3[CH:44]=[CH:43][C:42]([Cl:45])=[CH:41][CH:40]=3)[N:28]([C:31]3[CH:36]=[C:35]([Cl:37])[CH:34]=[CH:33][C:32]=3[CH3:38])[C:29](=[O:30])[C:21]=2C=1.COCCOC.BrC1C(OC)=NC=NC=1. The catalyst is CS(C)=O. The product is [Cl:37][C:35]1[CH:34]=[CH:33][C:32]([CH3:38])=[C:31]([N:28]2[C:29](=[O:30])[C:21]3[CH:3]=[C:8]([B:9]4[O:10][C:11]([CH3:16])([CH3:17])[C:12]([CH3:14])([CH3:15])[O:13]4)[N:23]([CH:24]([CH3:26])[CH3:25])[C:22]=3[CH:27]2[C:39]2[CH:40]=[CH:41][C:42]([Cl:45])=[CH:43][CH:44]=2)[CH:36]=1. The yield is 0.200. (5) The reactants are [Cl:1][C:2]1[CH:10]=[CH:9][N:8]=[C:7]2[C:3]=1[CH:4]=[CH:5][NH:6]2.[OH-].[K+].[I:13]I.[O-]S([O-])(=S)=O.[Na+].[Na+]. The catalyst is CN(C=O)C. The product is [Cl:1][C:2]1[CH:10]=[CH:9][N:8]=[C:7]2[NH:6][CH:5]=[C:4]([I:13])[C:3]=12. The yield is 0.920. (6) The reactants are [CH:1]([C:3]1[CH:4]=[C:5]([CH:35]=[CH:36][CH:37]=1)[CH2:6][N:7]([C@@H:25]1[C:34]2[C:29](=[CH:30][CH:31]=[CH:32][CH:33]=2)[CH2:28][CH2:27][CH2:26]1)[C:8]([C:10]1[CH:15]=[C:14]([C:16]([OH:18])=[O:17])[C:13]([C:19]([OH:21])=[O:20])=[CH:12][C:11]=1[C:22]([OH:24])=[O:23])=[O:9])=O.Cl.[CH3:39][O:40][NH2:41]. The catalyst is N1C=CC=CC=1. The product is [CH3:39][O:40][N:41]=[CH:1][C:3]1[CH:4]=[C:5]([CH:35]=[CH:36][CH:37]=1)[CH2:6][N:7]([C@@H:25]1[C:34]2[C:29](=[CH:30][CH:31]=[CH:32][CH:33]=2)[CH2:28][CH2:27][CH2:26]1)[C:8]([C:10]1[CH:15]=[C:14]([C:16]([OH:18])=[O:17])[C:13]([C:19]([OH:21])=[O:20])=[CH:12][C:11]=1[C:22]([OH:24])=[O:23])=[O:9]. The yield is 0.310. (7) The reactants are [CH3:1][O:2][C:3]1[CH:4]=[C:5]([NH:11][C:12](SC)=[C:13]2[C:18](=[O:19])[O:17][C:16]([CH3:21])([CH3:20])[O:15][C:14]2=[O:22])[CH:6]=[CH:7][C:8]=1[O:9][CH3:10].[OH-].[NH4+:26]. The catalyst is C1COCC1.Cl[Hg]Cl. The product is [NH2:26][C:12]([NH:11][C:5]1[CH:6]=[CH:7][C:8]([O:9][CH3:10])=[C:3]([O:2][CH3:1])[CH:4]=1)=[C:13]1[C:18](=[O:19])[O:17][C:16]([CH3:21])([CH3:20])[O:15][C:14]1=[O:22]. The yield is 0.970. (8) The reactants are [CH3:1][O:2]COC1C=C(C=CC=1)C=C.[OH:13]C1C=C(C=CC=1)C=C.CC[C@H]1[C@H]2C[C@H]([C@H:57]([O:56]C3C4C(=CC=CC=4)C([O:56][C@H:57]([C:68]4C=CN=[C:74]5[C:69]=4[CH:70]=[C:71]([O:78][CH3:79])[CH:72]=[CH:73]5)[C@@H]4N5C[C@H](CC)[C@@H](CC5)C4)=NN=3)[C:68]3C=CN=[C:74]4[C:69]=3[CH:70]=[C:71]([O:78][CH3:79])[CH:72]=[CH:73]4)N(CC2)C1.[O-]S([O-])=O.[Na+].[Na+]. The catalyst is O.CC(O)(C)C. The product is [CH3:1][O:2][CH2:79][O:78][C:71]1[CH:70]=[C:69]([C@H:68]([OH:13])[CH2:57][OH:56])[CH:74]=[CH:73][CH:72]=1. The yield is 0.910. (9) The reactants are [N+:1]([C:4]1[CH:5]=[N:6][CH:7]=[CH:8][C:9]=1[N:10]1[CH2:16][CH2:15][CH2:14][CH:13]([NH:17][C:18](=[O:24])[O:19][C:20]([CH3:23])([CH3:22])[CH3:21])[CH2:12][CH2:11]1)([O-])=O.[NH4+].[Cl-].CCO. The catalyst is [Fe].O. The product is [NH2:1][C:4]1[CH:5]=[N:6][CH:7]=[CH:8][C:9]=1[N:10]1[CH2:16][CH2:15][CH2:14][CH:13]([NH:17][C:18](=[O:24])[O:19][C:20]([CH3:22])([CH3:21])[CH3:23])[CH2:12][CH2:11]1. The yield is 0.948.